Predict the product of the given reaction. From a dataset of Forward reaction prediction with 1.9M reactions from USPTO patents (1976-2016). (1) Given the reactants [NH:1]1[C:5]2[CH:6]=[C:7]([C:10]3[O:14][C:13]([SH:15])=[N:12][N:11]=3)[CH:8]=[CH:9][C:4]=2[N:3]=[CH:2]1.Cl.[N:17]1[CH:22]=[CH:21][CH:20]=[CH:19][C:18]=1[CH2:23]Cl, predict the reaction product. The product is: [N:17]1[CH:22]=[CH:21][CH:20]=[CH:19][C:18]=1[CH2:23][S:15][C:13]1[O:14][C:10]([C:7]2[CH:8]=[CH:9][C:4]3[NH:3][CH:2]=[N:1][C:5]=3[CH:6]=2)=[N:11][N:12]=1. (2) Given the reactants [CH2:1]([O:8][C:9]1[CH:14]=[CH:13][C:12]([NH:15][C:16]2[C:21]([N+:22]([O-])=O)=[C:20]([CH3:25])[CH:19]=[CH:18][N:17]=2)=[CH:11][CH:10]=1)[C:2]1[CH:7]=[CH:6][CH:5]=[CH:4][CH:3]=1, predict the reaction product. The product is: [CH2:1]([O:8][C:9]1[CH:14]=[CH:13][C:12]([NH:15][C:16]2[C:21]([NH2:22])=[C:20]([CH3:25])[CH:19]=[CH:18][N:17]=2)=[CH:11][CH:10]=1)[C:2]1[CH:7]=[CH:6][CH:5]=[CH:4][CH:3]=1. (3) Given the reactants Cl[C:2]1[N:7]=[C:6]([S:8][CH3:9])[N:5]=[C:4]2[NH:10][N:11]=[C:12]([CH:13]3[CH2:17][CH2:16][CH2:15][CH2:14]3)[C:3]=12.[NH2:18][CH2:19][C@@H:20]([OH:22])[CH3:21], predict the reaction product. The product is: [CH:13]1([C:12]2[C:3]3[C:4](=[N:5][C:6]([S:8][CH3:9])=[N:7][C:2]=3[NH:18][CH2:19][C@H:20]([OH:22])[CH3:21])[NH:10][N:11]=2)[CH2:17][CH2:16][CH2:15][CH2:14]1.